This data is from Full USPTO retrosynthesis dataset with 1.9M reactions from patents (1976-2016). The task is: Predict the reactants needed to synthesize the given product. Given the product [Cl:26][C:22]1[CH:21]=[C:20]([C:9]2[CH:17]=[CH:16][CH:15]=[C:14]3[C:10]=2[CH:11]=[CH:12][NH:13]3)[CH:25]=[CH:24][CH:23]=1, predict the reactants needed to synthesize it. The reactants are: CC1(C)C(C)(C)OB([C:9]2[CH:17]=[CH:16][CH:15]=[C:14]3[C:10]=2[CH:11]=[CH:12][NH:13]3)O1.Br[C:20]1[CH:21]=[C:22]([Cl:26])[CH:23]=[CH:24][CH:25]=1.[OH-].[Na+].